From a dataset of CYP1A2 inhibition data for predicting drug metabolism from PubChem BioAssay. Regression/Classification. Given a drug SMILES string, predict its absorption, distribution, metabolism, or excretion properties. Task type varies by dataset: regression for continuous measurements (e.g., permeability, clearance, half-life) or binary classification for categorical outcomes (e.g., BBB penetration, CYP inhibition). Dataset: cyp1a2_veith. (1) The drug is COc1ccc(O[C@H]2C=C[C@@H](c3ccccc3)O[C@@H]2CON=C(C)C)cc1. The result is 0 (non-inhibitor). (2) The compound is Oc1c(I)cc(Cl)c2cccnc12. The result is 1 (inhibitor). (3) The molecule is COc1ccc(COC(=O)N/N=C2/C[C@@H](O)[C@@H](O)[C@H]3[C@@H]2CC[C@@H]2C(=O)N(Cc4ccc5c(c4)OCO5)C(=O)[C@H]23)cc1. The result is 0 (non-inhibitor). (4) The compound is O=c1[nH]c2cc(C(F)(F)F)ccc2n1-c1cc(C(F)(F)F)ccc1O. The result is 1 (inhibitor). (5) The compound is Cc1ncc([N+](=O)[O-])n1CC(C)O. The result is 0 (non-inhibitor).